Dataset: Forward reaction prediction with 1.9M reactions from USPTO patents (1976-2016). Task: Predict the product of the given reaction. (1) Given the reactants C[O:2][C:3](=[O:38])[C:4]([CH3:37])([CH3:36])[CH2:5][C:6]1[CH:11]=[C:10]([CH3:12])[C:9]([C:13]2[NH:17][C:16]3[CH:18]=[CH:19][C:20]([C:22]4[O:23][C:24]([C:27]5[CH:32]=[CH:31][C:30]([O:33][CH3:34])=[CH:29][CH:28]=5)=[N:25][N:26]=4)=[CH:21][C:15]=3[N:14]=2)=[C:8]([CH3:35])[CH:7]=1.[OH-].[Na+].Cl, predict the reaction product. The product is: [CH3:34][O:33][C:30]1[CH:29]=[CH:28][C:27]([C:24]2[O:23][C:22]([C:20]3[CH:19]=[CH:18][C:16]4[NH:17][C:13]([C:9]5[C:8]([CH3:35])=[CH:7][C:6]([CH2:5][C:4]([CH3:36])([CH3:37])[C:3]([OH:38])=[O:2])=[CH:11][C:10]=5[CH3:12])=[N:14][C:15]=4[CH:21]=3)=[N:26][N:25]=2)=[CH:32][CH:31]=1. (2) The product is: [Cl:1][C:2]1[CH:3]=[CH:4][C:5]([CH2:8][O:9][C:10]2[CH:15]=[CH:14][N:13]([C:16]3[CH:17]=[N:18][C:19]([N:25]4[CH2:26][CH2:27][CH2:28][CH:29]5[CH:24]4[CH2:32][CH2:31][N:30]5[C:33]([O:35][C:36]([CH3:39])([CH3:38])[CH3:37])=[O:34])=[CH:20][CH:21]=3)[C:12](=[O:23])[CH:11]=2)=[N:6][CH:7]=1. Given the reactants [Cl:1][C:2]1[CH:3]=[CH:4][C:5]([CH2:8][O:9][C:10]2[CH:15]=[CH:14][N:13]([C:16]3[CH:17]=[N:18][C:19](F)=[CH:20][CH:21]=3)[C:12](=[O:23])[CH:11]=2)=[N:6][CH:7]=1.[CH:24]12[CH2:32][CH2:31][N:30]([C:33]([O:35][C:36]([CH3:39])([CH3:38])[CH3:37])=[O:34])[CH:29]1[CH2:28][CH2:27][CH2:26][NH:25]2.C([O-])([O-])=O.[K+].[K+], predict the reaction product. (3) Given the reactants Cl[C:2](Cl)([O:4]C(=O)OC(Cl)(Cl)Cl)Cl.[OH:13][CH2:14][CH:15]1[CH2:20][CH2:19][N:18]([C:21]([O:23][C:24]([CH3:27])([CH3:26])[CH3:25])=[O:22])[CH2:17][CH2:16]1.[NH2:28][C:29]1[CH:34]=[CH:33][CH:32]=[CH:31][C:30]=1[C:35]1[S:36][CH:37]=[C:38]([CH2:40][C:41]([O:43][CH2:44][CH3:45])=[O:42])[N:39]=1, predict the reaction product. The product is: [CH2:44]([O:43][C:41](=[O:42])[CH2:40][C:38]1[N:39]=[C:35]([C:30]2[CH:31]=[CH:32][CH:33]=[CH:34][C:29]=2[NH:28][C:2]([O:13][CH2:14][CH:15]2[CH2:20][CH2:19][N:18]([C:21]([O:23][C:24]([CH3:27])([CH3:26])[CH3:25])=[O:22])[CH2:17][CH2:16]2)=[O:4])[S:36][CH:37]=1)[CH3:45]. (4) Given the reactants [O:1]1[CH:5]=[CH:4][N:3]=[CH:2]1.[CH2:6]([O:8][C:9](=[O:33])[N:10]([C:22]1[CH:27]=[C:26](Br)[N:25]=[C:24]([NH2:29])[C:23]=1[N+:30]([O-:32])=[O:31])[CH2:11][C:12]1[CH:13]=[N:14][C:15]([C:18]([F:21])([F:20])[F:19])=[CH:16][CH:17]=1)[CH3:7], predict the reaction product. The product is: [CH2:6]([O:8][C:9](=[O:33])[N:10]([C:22]1[CH:27]=[C:26]([C:2]2[O:1][CH:5]=[CH:4][N:3]=2)[N:25]=[C:24]([NH2:29])[C:23]=1[N+:30]([O-:32])=[O:31])[CH2:11][C:12]1[CH:13]=[N:14][C:15]([C:18]([F:21])([F:19])[F:20])=[CH:16][CH:17]=1)[CH3:7]. (5) Given the reactants [CH3:1][O:2][C:3]1[CH:4]=[C:5]([CH2:9][CH2:10][O:11][C:12]2[CH:20]=[CH:19][CH:18]=[C:17]3[C:13]=2[CH:14]=[C:15]([C:21]([OH:23])=O)[NH:16]3)[CH:6]=[CH:7][CH:8]=1.[NH2:24][CH:25]1[CH2:30][CH2:29][C:28]([CH2:32][CH2:33][N:34]2[CH2:39][CH2:38][C@H:37]([OH:40])[C@@H:36]([CH3:41])[CH2:35]2)([OH:31])[CH2:27][CH2:26]1, predict the reaction product. The product is: [OH:31][C:28]1([CH2:32][CH2:33][N:34]2[CH2:39][CH2:38][C@H:37]([OH:40])[C@@H:36]([CH3:41])[CH2:35]2)[CH2:29][CH2:30][CH:25]([NH:24][C:21]([C:15]2[NH:16][C:17]3[C:13]([CH:14]=2)=[C:12]([O:11][CH2:10][CH2:9][C:5]2[CH:6]=[CH:7][CH:8]=[C:3]([O:2][CH3:1])[CH:4]=2)[CH:20]=[CH:19][CH:18]=3)=[O:23])[CH2:26][CH2:27]1.